From a dataset of Reaction yield outcomes from USPTO patents with 853,638 reactions. Predict the reaction yield, written as a fraction of the theoretical maximum amount of product (1.0 means a 100% yield; for example, 0.34 means a 34% yield). (1) The reactants are [C:1]1([CH2:7][C:8]([N:10]2[CH2:15][CH2:14][CH:13]([CH2:16][N:17]3[C:25]4[C:20](=[CH:21][C:22]([C:26]5[CH:27]=[N:28][N:29](C6CCCCO6)[CH:30]=5)=[CH:23][CH:24]=4)[CH:19]=[CH:18]3)[CH2:12][CH2:11]2)=[O:9])[CH:6]=[CH:5][CH:4]=[CH:3][CH:2]=1.C1(C)C=CC(S(O)(=O)=O)=CC=1.CO.ClCCl. The catalyst is CO. The product is [NH:28]1[CH:27]=[C:26]([C:22]2[CH:21]=[C:20]3[C:25](=[CH:24][CH:23]=2)[N:17]([CH2:16][CH:13]2[CH2:12][CH2:11][N:10]([C:8](=[O:9])[CH2:7][C:1]4[CH:2]=[CH:3][CH:4]=[CH:5][CH:6]=4)[CH2:15][CH2:14]2)[CH:18]=[CH:19]3)[CH:30]=[N:29]1. The yield is 0.500. (2) The reactants are [F:1][C:2]1[CH:7]=[C:6]([CH3:8])[C:5]([N+:9]([O-:11])=[O:10])=[CH:4][C:3]=1[N+:12]([O-:14])=[O:13].CO[CH:17]([N:20]([CH3:22])[CH3:21])OC.CN(C=O)C. The catalyst is O. The product is [F:1][C:2]1[C:3]([N+:12]([O-:14])=[O:13])=[CH:4][C:5]([N+:9]([O-:11])=[O:10])=[C:6]([CH:8]=[CH:17][N:20]([CH3:22])[CH3:21])[CH:7]=1. The yield is 0.630.